This data is from Reaction yield outcomes from USPTO patents with 853,638 reactions. The task is: Predict the reaction yield, written as a fraction of the theoretical maximum amount of product (1.0 means a 100% yield; for example, 0.34 means a 34% yield). The catalyst is [Ni].CO. The reactants are [CH3:1][O:2][CH2:3][CH2:4][CH2:5][NH:6][S:7]([CH2:10][C:11]1[CH:16]=[CH:15][CH:14]=[C:13]([N+:17]([O-])=O)[CH:12]=1)(=[O:9])=[O:8]. The yield is 0.500. The product is [NH2:17][C:13]1[CH:12]=[C:11]([CH2:10][S:7]([NH:6][CH2:5][CH2:4][CH2:3][O:2][CH3:1])(=[O:9])=[O:8])[CH:16]=[CH:15][CH:14]=1.